Dataset: Peptide-MHC class I binding affinity with 185,985 pairs from IEDB/IMGT. Task: Regression. Given a peptide amino acid sequence and an MHC pseudo amino acid sequence, predict their binding affinity value. This is MHC class I binding data. (1) The peptide sequence is STLFFTTTLF. The MHC is HLA-A31:01 with pseudo-sequence HLA-A31:01. The binding affinity (normalized) is 0.138. (2) The MHC is HLA-B40:02 with pseudo-sequence HLA-B40:02. The peptide sequence is AESHMDADLA. The binding affinity (normalized) is 0.617. (3) The peptide sequence is LGRPDEEYW. The MHC is Mamu-B52 with pseudo-sequence Mamu-B52. The binding affinity (normalized) is 0.770. (4) The peptide sequence is RVYLQGHGY. The MHC is HLA-A11:01 with pseudo-sequence HLA-A11:01. The binding affinity (normalized) is 0.617. (5) The peptide sequence is LFCASDAKAY. The binding affinity (normalized) is 0.00647. The MHC is HLA-B57:01 with pseudo-sequence HLA-B57:01. (6) The peptide sequence is TFSPTYKAFL. The MHC is Patr-A0701 with pseudo-sequence Patr-A0701. The binding affinity (normalized) is 0.235.